Dataset: Forward reaction prediction with 1.9M reactions from USPTO patents (1976-2016). Task: Predict the product of the given reaction. (1) Given the reactants [CH2:1]([N:8]1[C:13](Cl)=[C:12](Br)[C:11](=[O:16])[N:10]([CH2:17][C:18]2[CH:23]=[CH:22][CH:21]=[CH:20][CH:19]=2)[C:9]1=[O:24])[C:2]1[CH:7]=[CH:6][CH:5]=[CH:4][CH:3]=1.[Cl:25][C:26]1[CH:31]=[CH:30][C:29](B(O)O)=[CH:28][CH:27]=1.C([O-])([O-])=O.[Na+].[Na+], predict the reaction product. The product is: [CH2:1]([N:8]1[C:13]([C:29]2[CH:30]=[CH:31][C:26]([Cl:25])=[CH:27][CH:28]=2)=[C:12]([C:29]2[CH:30]=[CH:31][C:26]([Cl:25])=[CH:27][CH:28]=2)[C:11](=[O:16])[N:10]([CH2:17][C:18]2[CH:23]=[CH:22][CH:21]=[CH:20][CH:19]=2)[C:9]1=[O:24])[C:2]1[CH:7]=[CH:6][CH:5]=[CH:4][CH:3]=1. (2) Given the reactants [CH2:1]([O:3][C:4](=[O:17])[C:5]([CH2:10][CH2:11][C:12]1[S:13][CH:14]=[CH:15][CH:16]=1)([CH3:9])C(O)=O)[CH3:2].C([N:20]([CH2:23]C)CC)C.[CH3:25][OH:26].[OH2:27], predict the reaction product. The product is: [CH2:1]([O:3][C:4](=[O:17])[C:5]([NH:20][C:23]([O:26][CH3:25])=[O:27])([CH3:9])[CH2:10][CH2:11][C:12]1[S:13][CH:14]=[CH:15][CH:16]=1)[CH3:2]. (3) Given the reactants [CH3:1][O:2][C:3](=[O:12])[C:4]1[CH:9]=[CH:8][CH:7]=[C:6]([NH2:10])[C:5]=1[NH2:11].CO[C:15]1C(OC)=C[C:18]2[NH:19][C:20](CCCNC)=N[C:17]=2[CH:16]=1, predict the reaction product. The product is: [CH3:1][O:2][C:3]([C:4]1[C:5]2[N:11]=[C:15]([CH2:16][CH2:17][CH2:18][NH:19][CH3:20])[NH:10][C:6]=2[CH:7]=[CH:8][CH:9]=1)=[O:12].